From a dataset of NCI-60 drug combinations with 297,098 pairs across 59 cell lines. Regression. Given two drug SMILES strings and cell line genomic features, predict the synergy score measuring deviation from expected non-interaction effect. (1) Drug 1: CC(C1=C(C=CC(=C1Cl)F)Cl)OC2=C(N=CC(=C2)C3=CN(N=C3)C4CCNCC4)N. Drug 2: CS(=O)(=O)C1=CC(=C(C=C1)C(=O)NC2=CC(=C(C=C2)Cl)C3=CC=CC=N3)Cl. Cell line: HOP-62. Synergy scores: CSS=-2.20, Synergy_ZIP=-0.598, Synergy_Bliss=-3.71, Synergy_Loewe=-6.58, Synergy_HSA=-6.46. (2) Drug 1: CC12CCC3C(C1CCC2O)C(CC4=C3C=CC(=C4)O)CCCCCCCCCS(=O)CCCC(C(F)(F)F)(F)F. Drug 2: C1CNP(=O)(OC1)N(CCCl)CCCl. Cell line: UACC-257. Synergy scores: CSS=-4.54, Synergy_ZIP=3.62, Synergy_Bliss=1.14, Synergy_Loewe=-3.82, Synergy_HSA=-4.19. (3) Drug 1: C1CC(C1)(C(=O)O)C(=O)O.[NH2-].[NH2-].[Pt+2]. Drug 2: CC1=C2C(C(=O)C3(C(CC4C(C3C(C(C2(C)C)(CC1OC(=O)C(C(C5=CC=CC=C5)NC(=O)C6=CC=CC=C6)O)O)OC(=O)C7=CC=CC=C7)(CO4)OC(=O)C)O)C)OC(=O)C. Cell line: MDA-MB-231. Synergy scores: CSS=16.8, Synergy_ZIP=-7.42, Synergy_Bliss=-6.16, Synergy_Loewe=-17.2, Synergy_HSA=-2.13. (4) Drug 1: CC1C(C(CC(O1)OC2CC(CC3=C2C(=C4C(=C3O)C(=O)C5=C(C4=O)C(=CC=C5)OC)O)(C(=O)C)O)N)O.Cl. Drug 2: C1=CN(C=N1)CC(O)(P(=O)(O)O)P(=O)(O)O. Cell line: IGROV1. Synergy scores: CSS=-0.686, Synergy_ZIP=-7.84, Synergy_Bliss=-17.2, Synergy_Loewe=-19.4, Synergy_HSA=-15.3. (5) Synergy scores: CSS=3.23, Synergy_ZIP=-0.855, Synergy_Bliss=-0.414, Synergy_Loewe=0.822, Synergy_HSA=0.854. Drug 2: C1C(C(OC1N2C=NC3=C2NC=NCC3O)CO)O. Drug 1: C1=CN(C=N1)CC(O)(P(=O)(O)O)P(=O)(O)O. Cell line: SNB-75. (6) Drug 1: CC1=C(C(CCC1)(C)C)C=CC(=CC=CC(=CC(=O)O)C)C. Drug 2: N.N.Cl[Pt+2]Cl. Cell line: UACC-257. Synergy scores: CSS=8.90, Synergy_ZIP=-7.74, Synergy_Bliss=-8.67, Synergy_Loewe=-15.5, Synergy_HSA=-8.51. (7) Drug 1: CCC1=CC2CC(C3=C(CN(C2)C1)C4=CC=CC=C4N3)(C5=C(C=C6C(=C5)C78CCN9C7C(C=CC9)(C(C(C8N6C)(C(=O)OC)O)OC(=O)C)CC)OC)C(=O)OC.C(C(C(=O)O)O)(C(=O)O)O. Drug 2: C(CN)CNCCSP(=O)(O)O. Cell line: CAKI-1. Synergy scores: CSS=41.5, Synergy_ZIP=-3.01, Synergy_Bliss=-3.65, Synergy_Loewe=-11.8, Synergy_HSA=1.27.